Dataset: Peptide-MHC class II binding affinity with 134,281 pairs from IEDB. Task: Regression. Given a peptide amino acid sequence and an MHC pseudo amino acid sequence, predict their binding affinity value. This is MHC class II binding data. (1) The peptide sequence is IAIAFLSVSNNYEYI. The MHC is DRB1_0701 with pseudo-sequence DRB1_0701. The binding affinity (normalized) is 0.561. (2) The peptide sequence is TPFSLAEGIVLASAA. The MHC is HLA-DQA10102-DQB10501 with pseudo-sequence HLA-DQA10102-DQB10501. The binding affinity (normalized) is 0.626.